Dataset: Forward reaction prediction with 1.9M reactions from USPTO patents (1976-2016). Task: Predict the product of the given reaction. (1) Given the reactants [C:1]([Br:5])(Br)(Br)[Br:2].C1(P(C2C=CC=CC=2)C2C=CC=CC=2)C=CC=CC=1.[CH:25]1([O:31][CH2:32][CH2:33][CH:34]=O)[CH2:30][CH2:29][CH2:28][CH2:27][CH2:26]1, predict the reaction product. The product is: [CH:25]1([O:31][CH2:32][CH2:33][CH:34]=[C:1]([Br:5])[Br:2])[CH2:30][CH2:29][CH2:28][CH2:27][CH2:26]1. (2) The product is: [C:26]([C:27]1[N:29]=[C:8]([NH2:9])[C:7]2[CH:6]=[C:5]([C:10]3[CH:11]=[CH:12][C:13]([Cl:16])=[CH:14][CH:15]=3)[C:4]([C:17]3[CH:22]=[CH:21][CH:20]=[CH:19][C:18]=3[Cl:23])=[N:3][C:2]=2[N:28]=1)([CH3:31])([CH3:30])[CH3:25]. Given the reactants Cl[C:2]1[C:7]([C:8]#[N:9])=[CH:6][C:5]([C:10]2[CH:15]=[CH:14][C:13]([Cl:16])=[CH:12][CH:11]=2)=[C:4]([C:17]2[CH:22]=[CH:21][CH:20]=[CH:19][C:18]=2[Cl:23])[N:3]=1.Cl.[CH3:25][C:26]([CH3:31])([CH3:30])[C:27](=[NH:29])[NH2:28].CN(C=O)C.C1CCN2C(=NCCC2)CC1, predict the reaction product. (3) Given the reactants [F:1][C:2]1[CH:7]=[CH:6][C:5]([C:8]2[N:9]=[CH:10][NH:11][CH:12]=2)=[CH:4][CH:3]=1.[F:13][C:14]1[CH:19]=[CH:18][C:17](I)=[CH:16][CH:15]=1.C1C=C(O)C2N=CC=CC=2C=1.C([O-])([O-])=O.[K+].[K+], predict the reaction product. The product is: [F:13][C:14]1[CH:19]=[CH:18][C:17]([N:11]2[CH:12]=[C:8]([C:5]3[CH:4]=[CH:3][C:2]([F:1])=[CH:7][CH:6]=3)[N:9]=[CH:10]2)=[CH:16][CH:15]=1. (4) Given the reactants [C:1]([N:8]1[CH2:13][CH2:12][NH:11][C:10](=[O:14])[CH2:9]1)([O:3][C:4]([CH3:7])([CH3:6])[CH3:5])=[O:2].C([Li])CCC.B(F)(F)F.[CH2:24]([CH:26]1[O:28][CH2:27]1)[Cl:25], predict the reaction product. The product is: [Cl:25][CH2:24][CH:26]([OH:28])[CH2:27][N:11]1[CH2:12][CH2:13][N:8]([C:1]([O:3][C:4]([CH3:7])([CH3:6])[CH3:5])=[O:2])[CH2:9][C:10]1=[O:14]. (5) The product is: [C:9]([NH:8][C:6]1[C:5]([CH3:12])=[CH:4][C:3]([C:15]([F:22])([F:21])[C:16]([O:18][CH2:19][CH3:20])=[O:17])=[C:2]([F:1])[CH:7]=1)(=[O:11])[CH3:10]. Given the reactants [F:1][C:2]1[C:3](I)=[CH:4][C:5]([CH3:12])=[C:6]([NH:8][C:9](=[O:11])[CH3:10])[CH:7]=1.Br[C:15]([F:22])([F:21])[C:16]([O:18][CH2:19][CH3:20])=[O:17].[Cl-].[NH4+], predict the reaction product. (6) Given the reactants [CH:1]1([N:4]([CH2:31][C:32]2[CH:37]=[CH:36][CH:35]=[C:34]([Cl:38])[C:33]=2[Cl:39])[C:5](=[O:30])[CH:6]([CH2:10][C:11]2[CH:16]=[CH:15][C:14]([O:17][CH2:18][CH2:19][O:20][C:21]3[C:26]([Cl:27])=[CH:25][C:24]([CH3:28])=[CH:23][C:22]=3[Cl:29])=[CH:13][CH:12]=2)[CH2:7][CH2:8]O)[CH2:3][CH2:2]1.CCN(C(C)C)C(C)C.CS(Cl)(=O)=O.[N-:54]=[N+:55]=[N-:56].[Na+], predict the reaction product. The product is: [N:54]([CH2:8][CH2:7][CH:6]([CH2:10][C:11]1[CH:12]=[CH:13][C:14]([O:17][CH2:18][CH2:19][O:20][C:21]2[C:26]([Cl:27])=[CH:25][C:24]([CH3:28])=[CH:23][C:22]=2[Cl:29])=[CH:15][CH:16]=1)[C:5]([N:4]([CH:1]1[CH2:2][CH2:3]1)[CH2:31][C:32]1[CH:37]=[CH:36][CH:35]=[C:34]([Cl:38])[C:33]=1[Cl:39])=[O:30])=[N+:55]=[N-:56]. (7) Given the reactants [CH3:1][O:2][CH2:3][C:4](Cl)=[O:5].[NH2:7][C:8]1[CH:9]=[C:10]2[C:15](=[CH:16][CH:17]=1)[N:14]=[CH:13][N:12]=[C:11]2[NH:18][C:19]1[CH:24]=[C:23]([Cl:25])[C:22]([Cl:26])=[CH:21][C:20]=1[F:27].C(N(CC)CC)C.C([O-])(O)=O.[Na+], predict the reaction product. The product is: [Cl:26][C:22]1[C:23]([Cl:25])=[CH:24][C:19]([NH:18][C:11]2[C:10]3[C:15](=[CH:16][CH:17]=[C:8]([NH:7][C:4](=[O:5])[CH2:3][O:2][CH3:1])[CH:9]=3)[N:14]=[CH:13][N:12]=2)=[C:20]([F:27])[CH:21]=1. (8) Given the reactants [CH2:1]([O:3][C:4](=[O:18])[CH2:5][NH:6][CH:7]([CH3:17])[C:8]([C:10]1[CH:15]=[CH:14][C:13]([Cl:16])=[CH:12][CH:11]=1)=O)[CH3:2].[CH:19]1([N:22]=[C:23]=[O:24])[CH2:21][CH2:20]1, predict the reaction product. The product is: [Cl:16][C:13]1[CH:14]=[CH:15][C:10]([C:8]2[N:22]([CH:19]3[CH2:21][CH2:20]3)[C:23](=[O:24])[N:6]([CH2:5][C:4]([O:3][CH2:1][CH3:2])=[O:18])[C:7]=2[CH3:17])=[CH:11][CH:12]=1.